This data is from Full USPTO retrosynthesis dataset with 1.9M reactions from patents (1976-2016). The task is: Predict the reactants needed to synthesize the given product. (1) Given the product [Br:13][CH2:7][C:6]1[N:2]([CH3:1])[N:3]=[C:4]([N+:9]([O-:11])=[O:10])[CH:5]=1, predict the reactants needed to synthesize it. The reactants are: [CH3:1][N:2]1[C:6]([CH2:7]O)=[CH:5][C:4]([N+:9]([O-:11])=[O:10])=[N:3]1.P(Br)(Br)[Br:13]. (2) Given the product [Cl:21][C:9]1[O:10][CH:11]=[C:7]([C:1]2[CH:6]=[CH:5][CH:4]=[CH:3][CH:2]=2)[N:8]=1, predict the reactants needed to synthesize it. The reactants are: [C:1]1([C:7]2[NH:8][C:9](=O)[O:10][CH:11]=2)[CH:6]=[CH:5][CH:4]=[CH:3][CH:2]=1.N1C=CC=CC=1.P(Cl)(Cl)([Cl:21])=O. (3) Given the product [CH:14]([C@H:17]1[CH2:18][CH:19]([OH:20])[C:21](=[CH2:24])[CH2:22][CH2:23]1)([CH3:16])[CH3:15].[CH:14]([C@H:17]1[CH2:18][CH:19]([OH:20])[C:21]([CH3:24])=[CH:22][CH2:23]1)([CH3:16])[CH3:15], predict the reactants needed to synthesize it. The reactants are: CC([O-])C.CC([O-])C.CC([O-])C.[Al+3].[CH:14]([C@@H:17]1[CH2:23][CH2:22][C:21]2([CH3:24])[CH:19]([O:20]2)[CH2:18]1)([CH3:16])[CH3:15].Cl. (4) Given the product [N+:1]([C:4]1[C:14]2[CH2:13][NH:12][CH2:11][CH2:10][NH:9][C:8]=2[CH:7]=[CH:6][CH:5]=1)([O-:3])=[O:2], predict the reactants needed to synthesize it. The reactants are: [N+:1]([C:4]1[C:14]2[C:13](=O)[NH:12][CH2:11][CH2:10][NH:9][C:8]=2[CH:7]=[CH:6][CH:5]=1)([O-:3])=[O:2].B.C1COCC1.CO. (5) Given the product [NH2:30][C:27]1[N:28]=[CH:29][C:24]([CH2:23][C@@H:21]2[CH2:20][CH2:19][C@H:18]([C@H:17]([O:16][Si:9]([C:12]([CH3:15])([CH3:14])[CH3:13])([CH3:11])[CH3:10])[C:31]3[CH:32]=[CH:33][CH:34]=[CH:35][CH:36]=3)[N:22]2[C:1]([O:2][C:3]([CH3:6])([CH3:5])[CH3:4])=[O:8])=[CH:25][CH:26]=1, predict the reactants needed to synthesize it. The reactants are: [C:1](=[O:8])([O-])[O:2][C:3]([CH3:6])([CH3:5])[CH3:4].[Si:9]([O:16][C@H:17]([C:31]1[CH:36]=[CH:35][CH:34]=[CH:33][CH:32]=1)[C@@H:18]1[NH:22][CH:21]([CH2:23][C:24]2[CH:25]=[CH:26][C:27]([NH2:30])=[N:28][CH:29]=2)[CH2:20][CH2:19]1)([C:12]([CH3:15])([CH3:14])[CH3:13])([CH3:11])[CH3:10].